The task is: Predict the product of the given reaction.. This data is from Forward reaction prediction with 1.9M reactions from USPTO patents (1976-2016). (1) Given the reactants [C:1]([O:5][C:6]([N:8]1[CH2:12][CH2:11][CH:10]([OH:13])[CH2:9]1)=[O:7])([CH3:4])([CH3:3])[CH3:2].O[C:15]1[CH:20]=[CH:19][C:18]([C:21]([F:24])([F:23])[F:22])=[CH:17][CH:16]=1.C1(P(C2C=CC=CC=2)C2C=CC=CC=2)C=CC=CC=1.N(C(OC(C)(C)C)=O)=NC(OC(C)(C)C)=O, predict the reaction product. The product is: [C:1]([O:5][C:6]([N:8]1[CH2:12][CH2:11][CH:10]([O:13][C:15]2[CH:20]=[CH:19][C:18]([C:21]([F:24])([F:23])[F:22])=[CH:17][CH:16]=2)[CH2:9]1)=[O:7])([CH3:4])([CH3:2])[CH3:3]. (2) The product is: [CH2:1]([O:23][C:24]1[CH:25]=[CH:26][C:27]([CH:28]([OH:29])[C:30]2[CH:35]=[CH:34][C:33]([O:36][CH2:37][CH2:38][CH2:39][CH2:40][CH2:41][CH2:42][CH2:43][CH2:44][CH2:45][CH2:46][CH2:47][CH2:48][CH2:49][CH2:50][CH2:51][CH2:52][CH2:53][CH2:54][CH2:55][CH2:56][CH2:57][CH3:58])=[CH:32][CH:31]=2)=[CH:59][CH:60]=1)[CH2:2][CH2:3][CH2:4][CH2:5][CH2:6][CH2:7][CH2:8][CH2:9][CH2:10][CH2:11][CH2:12][CH2:13][CH2:14][CH2:15][CH2:16][CH2:17][CH2:18][CH2:19][CH2:20][CH2:21][CH3:22]. Given the reactants [CH2:1]([O:23][C:24]1[CH:60]=[CH:59][C:27]([C:28]([C:30]2[CH:35]=[CH:34][C:33]([O:36][CH2:37][CH2:38][CH2:39][CH2:40][CH2:41][CH2:42][CH2:43][CH2:44][CH2:45][CH2:46][CH2:47][CH2:48][CH2:49][CH2:50][CH2:51][CH2:52][CH2:53][CH2:54][CH2:55][CH2:56][CH2:57][CH3:58])=[CH:32][CH:31]=2)=[O:29])=[CH:26][CH:25]=1)[CH2:2][CH2:3][CH2:4][CH2:5][CH2:6][CH2:7][CH2:8][CH2:9][CH2:10][CH2:11][CH2:12][CH2:13][CH2:14][CH2:15][CH2:16][CH2:17][CH2:18][CH2:19][CH2:20][CH2:21][CH3:22].C1COCC1.[BH4-].[Na+].Cl, predict the reaction product. (3) Given the reactants [CH3:1][O-:2].[Na+].[Cl:4][C:5]1[C:6]([N:11]2[CH2:20][CH2:19][C:18]3[C:17]([NH:21][C:22]4[CH:27]=[CH:26][C:25]([C:28]([F:31])([F:30])[F:29])=[CH:24][CH:23]=4)=[N:16][C:15](S(C)(=O)=O)=[N:14][C:13]=3[CH2:12]2)=[N:7][CH:8]=[CH:9][CH:10]=1, predict the reaction product. The product is: [Cl:4][C:5]1[C:6]([N:11]2[CH2:20][CH2:19][C:18]3[C:17]([NH:21][C:22]4[CH:27]=[CH:26][C:25]([C:28]([F:31])([F:30])[F:29])=[CH:24][CH:23]=4)=[N:16][C:15]([O:2][CH3:1])=[N:14][C:13]=3[CH2:12]2)=[N:7][CH:8]=[CH:9][CH:10]=1. (4) Given the reactants Br[C:2]1[CH:7]=[CH:6][CH:5]=[CH:4][N:3]=1.C(OB(OC(C)C)OC(C)C)(C)C.[Li]CCCC.Cl[C:27]1[N:32]=[N:31][C:30]([NH:33][CH2:34][C:35]([C:38]2[CH:43]=[CH:42][C:41]([F:44])=[CH:40][CH:39]=2)([CH3:37])[CH3:36])=[CH:29][CH:28]=1.P(C(C)(C)C)(C(C)(C)C)(C(C)(C)C)=O.[F-].[K+], predict the reaction product. The product is: [F:44][C:41]1[CH:40]=[CH:39][C:38]([C:35]([CH3:37])([CH3:36])[CH2:34][NH:33][C:30]2[N:31]=[N:32][C:27]([C:2]3[CH:7]=[CH:6][CH:5]=[CH:4][N:3]=3)=[CH:28][CH:29]=2)=[CH:43][CH:42]=1.